Task: Regression. Given two drug SMILES strings and cell line genomic features, predict the synergy score measuring deviation from expected non-interaction effect.. Dataset: NCI-60 drug combinations with 297,098 pairs across 59 cell lines (1) Drug 1: CS(=O)(=O)C1=CC(=C(C=C1)C(=O)NC2=CC(=C(C=C2)Cl)C3=CC=CC=N3)Cl. Drug 2: C1=NC2=C(N=C(N=C2N1C3C(C(C(O3)CO)O)O)F)N. Cell line: EKVX. Synergy scores: CSS=5.08, Synergy_ZIP=-0.395, Synergy_Bliss=-2.73, Synergy_Loewe=-6.90, Synergy_HSA=-5.57. (2) Drug 1: CC(CN1CC(=O)NC(=O)C1)N2CC(=O)NC(=O)C2. Drug 2: CCC1(C2=C(COC1=O)C(=O)N3CC4=CC5=C(C=CC(=C5CN(C)C)O)N=C4C3=C2)O.Cl. Cell line: HCC-2998. Synergy scores: CSS=18.6, Synergy_ZIP=-3.94, Synergy_Bliss=1.89, Synergy_Loewe=-6.42, Synergy_HSA=1.84.